From a dataset of Forward reaction prediction with 1.9M reactions from USPTO patents (1976-2016). Predict the product of the given reaction. (1) Given the reactants [Br:1][C:2]1[CH:3]=[C:4]2[C:8](=[CH:9][CH:10]=1)[NH:7][CH:6]=[C:5]2[C:11]1[C:12](=[O:29])[NH:13][C:14](=[O:28])[C:15]=1[C:16]1[CH:17]=[C:18]2[C:23]3=[C:24]([CH2:26][CH2:27][N:22]3[CH2:21][CH2:20][CH2:19]2)[CH:25]=1.ClC1C(=O)C(C#N)=C(C#N)C(=O)C=1Cl.S([O-])([O-])=O.[Na+].[Na+], predict the reaction product. The product is: [Br:1][C:2]1[CH:3]=[C:4]2[C:8](=[CH:9][CH:10]=1)[NH:7][CH:6]=[C:5]2[C:11]1[C:12](=[O:29])[NH:13][C:14](=[O:28])[C:15]=1[C:16]1[CH:17]=[C:18]2[C:23]3=[C:24]([CH:26]=[CH:27][N:22]3[CH2:21][CH2:20][CH2:19]2)[CH:25]=1. (2) Given the reactants [CH2:1]([CH:3]1[CH2:8][CH2:7][CH:6]([NH:9][C:10]([C@@H:12]2[CH2:14][C@H:13]2[C:15](O)=[O:16])=[O:11])[CH2:5][CH2:4]1)[CH3:2].CC1CCC(NC([C@@H]2C[C@H]2C(O)=O)=O)CC1, predict the reaction product. The product is: [CH2:1]([C@H:3]1[CH2:4][CH2:5][C@H:6]([NH:9][C:10]([C@@H:12]2[CH2:14][C@H:13]2[CH2:15][OH:16])=[O:11])[CH2:7][CH2:8]1)[CH3:2]. (3) The product is: [CH2:2]([O:4][C:5]([C:7]1[C:8]2[S:16][CH:15]=[C:14]([CH2:17][O:18][C:19]3[CH:24]=[C:23]([C:25]4[N:26]=[N:27][N:28]([CH3:30])[CH:29]=4)[CH:22]=[CH:21][C:20]=3[CH3:31])[C:9]=2[C:10]([NH2:1])=[N:11][CH:12]=1)=[O:6])[CH3:3]. Given the reactants [NH3:1].[CH2:2]([O:4][C:5]([C:7]1[C:8]2[S:16][CH:15]=[C:14]([CH2:17][O:18][C:19]3[CH:24]=[C:23]([C:25]4[N:26]=[N:27][N:28]([CH3:30])[CH:29]=4)[CH:22]=[CH:21][C:20]=3[CH3:31])[C:9]=2[C:10](Cl)=[N:11][CH:12]=1)=[O:6])[CH3:3], predict the reaction product. (4) Given the reactants [Cl:1][C:2]1[CH:7]=[CH:6][C:5](B(O)O)=[CH:4][CH:3]=1.[N:11]1[CH:16]=[CH:15][CH:14]=[CH:13][C:12]=1[NH:17][CH2:18][CH2:19][CH2:20][NH:21][C:22](=[O:28])[NH:23][CH2:24][C:25]([OH:27])=O.Cl.Cl.N1[CH:36]=[CH:35][CH:34]=[CH:33][C:32]=1[NH:37]CCCN.ClC(O[C:46]1C=CC([N+]([O-])=O)=C[CH:47]=1)=O.N[CH2:56][C:57]([O:59]C(C)(C)C)=[O:58], predict the reaction product. The product is: [Cl:1][C:2]1[CH:7]=[CH:6][C:5]([C:36]2[CH:35]=[CH:34][C:33]([CH:32]([NH:37][C:25](=[O:27])[CH2:24][NH:23][C:22]([NH:21][CH2:20][CH2:19][CH2:18][NH:17][C:12]3[CH:13]=[CH:14][CH:15]=[CH:16][N:11]=3)=[O:28])[CH2:56][C:57]([OH:59])=[O:58])=[CH:47][CH:46]=2)=[CH:4][CH:3]=1. (5) Given the reactants Cl[C:2]([O:4][CH2:5][C:6]1[CH:11]=[CH:10][CH:9]=[CH:8][CH:7]=1)=[O:3].[NH2:12][C@@H:13]1[CH2:41][N:16]2[C@H:17]([CH:28]([C:35]3[CH:40]=[CH:39][CH:38]=[CH:37][CH:36]=3)[C:29]3[CH:34]=[CH:33][CH:32]=[CH:31][CH:30]=3)[CH2:18][N:19]([C:21]([O:23][C:24]([CH3:27])([CH3:26])[CH3:25])=[O:22])[CH2:20][C@@H:15]2[CH2:14]1.C(N(CC)CC)C.O, predict the reaction product. The product is: [CH:28]([C@H:17]1[N:16]2[CH2:41][C@@H:13]([NH:12][C:2]([O:4][CH2:5][C:6]3[CH:11]=[CH:10][CH:9]=[CH:8][CH:7]=3)=[O:3])[CH2:14][C@H:15]2[CH2:20][N:19]([C:21]([O:23][C:24]([CH3:27])([CH3:26])[CH3:25])=[O:22])[CH2:18]1)([C:35]1[CH:36]=[CH:37][CH:38]=[CH:39][CH:40]=1)[C:29]1[CH:34]=[CH:33][CH:32]=[CH:31][CH:30]=1. (6) The product is: [C:1]([C:3]1([C:23]2[CH:22]=[N:21][CH:20]=[C:19]([F:18])[CH:24]=2)[CH2:4][C@@H:5]2[N:10]([C:11]([O:13][C:14]([CH3:17])([CH3:16])[CH3:15])=[O:12])[C@@H:8]([CH:7]=[CH:6]2)[CH2:9]1)#[N:2]. Given the reactants [C:1]([CH:3]1[CH2:9][C@@H:8]2[N:10]([C:11]([O:13][C:14]([CH3:17])([CH3:16])[CH3:15])=[O:12])[C@@H:5]([CH:6]=[CH:7]2)[CH2:4]1)#[N:2].[F:18][C:19]1[CH:20]=[N:21][CH:22]=[C:23](F)[CH:24]=1.C[Si]([N-][Si](C)(C)C)(C)C.[Li+].O, predict the reaction product. (7) Given the reactants COP([CH2:7][C:8](=[O:10])[CH3:9])(=O)OC.CC(C)([O-])C.[K+].[CH3:17][C:18]([CH3:25])([CH:23]=O)[C:19]([O:21][CH3:22])=[O:20], predict the reaction product. The product is: [CH3:17][C:18]([CH3:25])(/[CH:23]=[CH:7]/[C:8](=[O:10])[CH3:9])[C:19]([O:21][CH3:22])=[O:20]. (8) Given the reactants [C:1]([C:3]1[CH:4]=[N:5][CH:6]=[CH:7][CH:8]=1)#[N:2].[CH2:9]([C:11]1[CH:17]=[CH:16][C:14]([NH2:15])=[CH:13][CH:12]=1)[CH3:10].[K+].[Br-], predict the reaction product. The product is: [CH2:9]([C:11]1[CH:17]=[CH:16][C:14]([NH:15][C:1]([C:3]2[CH:4]=[N:5][CH:6]=[CH:7][CH:8]=2)=[NH:2])=[CH:13][CH:12]=1)[CH3:10]. (9) Given the reactants [Cl-].[Al+3].[Cl-].[Cl-].[C:5](Cl)(=[O:7])[CH3:6].[CH3:9][O:10][C:11]1[CH:20]=[C:19]2[C:14]([CH2:15][CH2:16][CH2:17][C:18]2([CH3:22])[CH3:21])=[CH:13][CH:12]=1, predict the reaction product. The product is: [CH3:9][O:10][C:11]1[C:12]([C:5](=[O:7])[CH3:6])=[CH:13][C:14]2[CH2:15][CH2:16][CH2:17][C:18]([CH3:22])([CH3:21])[C:19]=2[CH:20]=1. (10) Given the reactants [N:1]([C:4]1[CH:5]=[N:6][CH:7]=[C:8]([C:15]([F:18])([F:17])[F:16])[C:9]=1[CH:10]([O:13][CH3:14])[O:11][CH3:12])=[N+]=[N-], predict the reaction product. The product is: [CH3:14][O:13][CH:10]([O:11][CH3:12])[C:9]1[C:8]([C:15]([F:16])([F:17])[F:18])=[CH:7][N:6]=[CH:5][C:4]=1[NH2:1].